This data is from Forward reaction prediction with 1.9M reactions from USPTO patents (1976-2016). The task is: Predict the product of the given reaction. (1) Given the reactants [NH2:1][C:2]1[CH:7]=[CH:6][C:5]([F:8])=[CH:4][N:3]=1.Br.Br[CH2:11][C:12]([C:14]1[CH:15]=[N:16][CH:17]=[CH:18][CH:19]=1)=O.ClCCl.C(N(CC)CC)C.[OH-].[Na+], predict the reaction product. The product is: [F:8][C:5]1[CH:6]=[CH:7][C:2]2[N:3]([CH:11]=[C:12]([C:14]3[CH:15]=[N:16][CH:17]=[CH:18][CH:19]=3)[N:1]=2)[CH:4]=1. (2) Given the reactants C([N:8]1[CH2:12][C@@H:11]2[CH2:13][CH2:14][C:15](=[O:16])[C@@H:10]2[CH2:9]1)C1C=CC=CC=1.Cl[C:18]([O:20][CH2:21][C:22]1[CH:27]=[CH:26][CH:25]=[CH:24][CH:23]=1)=[O:19], predict the reaction product. The product is: [O:16]=[C:15]1[C@@H:10]2[CH2:9][N:8]([C:18]([O:20][CH2:21][C:22]3[CH:27]=[CH:26][CH:25]=[CH:24][CH:23]=3)=[O:19])[CH2:12][C@@H:11]2[CH2:13][CH2:14]1. (3) Given the reactants [C:1]([C:4]1[CH:9]=[CH:8][C:7]([S:10]([N:13]([CH3:15])[CH3:14])(=[O:12])=[O:11])=[CH:6][CH:5]=1)(=[O:3])[CH3:2].[CH3:16][O:17][C:18]1[CH:25]=[C:24]([O:26][CH3:27])[C:23]([C:28]2[N:29]([CH3:37])[C:30]3[C:35]([CH:36]=2)=[CH:34][CH:33]=[CH:32][CH:31]=3)=[CH:22][C:19]=1[CH:20]=O, predict the reaction product. The product is: [CH3:16][O:17][C:18]1[CH:25]=[C:24]([O:26][CH3:27])[C:23]([C:28]2[N:29]([CH3:37])[C:30]3[C:35]([CH:36]=2)=[CH:34][CH:33]=[CH:32][CH:31]=3)=[CH:22][C:19]=1/[CH:20]=[CH:2]/[C:1]([C:4]1[CH:5]=[CH:6][C:7]([S:10]([N:13]([CH3:14])[CH3:15])(=[O:12])=[O:11])=[CH:8][CH:9]=1)=[O:3]. (4) The product is: [Cl:1][C:2]1[CH:7]=[CH:6][CH:5]=[CH:4][C:3]=1[CH:8]([N:11]1[CH2:16][CH2:15][C:14]2[S:17][CH:18]=[CH:19][C:13]=2[CH2:12]1)[C:9]([OH:22])=[O:21]. Given the reactants [Cl:1][C:2]1[CH:7]=[CH:6][CH:5]=[CH:4][C:3]=1[CH:8]([N:11]1[CH2:16][CH2:15][C:14]2[S:17][CH:18]=[CH:19][C:13]=2[CH2:12]1)[C:9]#N.Cl.[OH2:21].[OH-:22].[K+], predict the reaction product. (5) Given the reactants [N+:1]([C:4]1[CH:5]=[C:6]([NH:10][C:11](=[O:17])[O:12][C:13]([CH3:16])([CH3:15])[CH3:14])[CH:7]=[CH:8][CH:9]=1)([O-])=O, predict the reaction product. The product is: [NH2:1][C:4]1[CH:5]=[C:6]([NH:10][C:11](=[O:17])[O:12][C:13]([CH3:15])([CH3:14])[CH3:16])[CH:7]=[CH:8][CH:9]=1. (6) Given the reactants [CH:1]1([NH:7][C:8]2[CH:15]=[CH:14][C:11]([C:12]#[N:13])=[CH:10][C:9]=2[N+:16]([O-:18])=[O:17])[CH2:6][CH2:5][CH2:4][CH2:3][CH2:2]1.[Sn]([N:23]=[N+:24]=[N-:25])(C)(C)C, predict the reaction product. The product is: [CH:1]1([NH:7][C:8]2[CH:15]=[CH:14][C:11]([C:12]3[NH:25][N:24]=[N:23][N:13]=3)=[CH:10][C:9]=2[N+:16]([O-:18])=[O:17])[CH2:2][CH2:3][CH2:4][CH2:5][CH2:6]1.